Dataset: Forward reaction prediction with 1.9M reactions from USPTO patents (1976-2016). Task: Predict the product of the given reaction. (1) Given the reactants [NH2:1][CH2:2][CH2:3][NH:4][C:5](=[O:28])[C:6]1[CH:11]=[CH:10][CH:9]=[C:8]([NH:12][C:13]2[N:18]=[C:17]([NH:19][C:20]3[CH:25]=[C:24]([OH:26])[CH:23]=[CH:22][C:21]=3[CH3:27])[CH:16]=[CH:15][N:14]=2)[CH:7]=1.[CH:29]1[C:34]([C:35](O)=[O:36])=[CH:33][C:32]2[C:38]([O:40][C:41]3([C:51]4[CH:52]=[CH:53][C:54]([OH:56])=[CH:55][C:50]=4[O:49][C:43]4[CH:44]=[C:45]([OH:48])[CH:46]=[CH:47][C:42]3=4)[C:31]=2[CH:30]=1)=[O:39].C(N(CC)CC)C.C(Cl)CCl.C1C=CC2N(O)N=NC=2C=1.Cl, predict the reaction product. The product is: [OH:26][C:24]1[CH:23]=[CH:22][C:21]([CH3:27])=[C:20]([NH:19][C:17]2[CH:16]=[CH:15][N:14]=[C:13]([NH:12][C:8]3[CH:7]=[C:6]([C:5]([NH:4][CH2:3][CH2:2][NH:1][C:35]([C:34]4[CH:29]=[CH:30][C:31]([C:41]5[C:42]6[C:43]([O:49][C:50]7[C:51]=5[CH:52]=[CH:53][C:54](=[O:56])[CH:55]=7)=[CH:44][C:45]([OH:48])=[CH:46][CH:47]=6)=[C:32]([CH:33]=4)[C:38]([OH:40])=[O:39])=[O:36])=[O:28])[CH:11]=[CH:10][CH:9]=3)[N:18]=2)[CH:25]=1. (2) Given the reactants [C:1]([O:7][CH2:8][CH3:9])(=[O:6])[CH2:2][C:3]([CH3:5])=[O:4].[N+:10]([C:13]1[CH:14]=[C:15]([CH:18]=[CH:19][CH:20]=1)[CH:16]=O)([O-:12])=[O:11].C(O)(=O)C.N1C=CC=CC=1, predict the reaction product. The product is: [CH2:8]([O:7][C:1](=[O:6])[C:2]([C:3](=[O:4])[CH3:5])=[CH:16][C:15]1[CH:18]=[CH:19][CH:20]=[C:13]([N+:10]([O-:12])=[O:11])[CH:14]=1)[CH3:9]. (3) Given the reactants [Br:1][C:2]1[N:3]([CH2:11][O:12][CH2:13][CH2:14][Si:15]([CH3:18])([CH3:17])[CH3:16])[CH:4]=[C:5]([C:7]([O:9]C)=[O:8])[N:6]=1.O[Li].O, predict the reaction product. The product is: [Br:1][C:2]1[N:3]([CH2:11][O:12][CH2:13][CH2:14][Si:15]([CH3:18])([CH3:17])[CH3:16])[CH:4]=[C:5]([C:7]([OH:9])=[O:8])[N:6]=1. (4) Given the reactants [CH3:1][O:2][C:3]([C:5]1[C:13]2[C:8](=[CH:9][C:10]([Br:14])=[CH:11][CH:12]=2)[NH:7][CH:6]=1)=[O:4].[C:15](=O)([O-])[O-].[K+].[K+].IC, predict the reaction product. The product is: [CH3:1][O:2][C:3]([C:5]1[C:13]2[C:8](=[CH:9][C:10]([Br:14])=[CH:11][CH:12]=2)[N:7]([CH3:15])[CH:6]=1)=[O:4].